This data is from Reaction yield outcomes from USPTO patents with 853,638 reactions. The task is: Predict the reaction yield, written as a fraction of the theoretical maximum amount of product (1.0 means a 100% yield; for example, 0.34 means a 34% yield). (1) The reactants are FC1C=C2C(C(I)=CN2S(C2C=CC=CC=2)(=O)=O)=CC=1.[F:21][C:22]1[CH:30]=[C:29]2[C:25]([C:26]([C:40]3[CH:53]=[CH:52][C:43]4[N:44]([CH2:48][C:49]([NH2:51])=[O:50])[C:45](=[O:47])[O:46][C:42]=4[CH:41]=3)=[CH:27][N:28]2S(C2C=CC=CC=2)(=O)=O)=[CH:24][CH:23]=1. No catalyst specified. The product is [F:21][C:22]1[CH:30]=[C:29]2[C:25]([C:26]([C:40]3[CH:53]=[CH:52][C:43]4[N:44]([CH2:48][C:49]([NH2:51])=[O:50])[C:45](=[O:47])[O:46][C:42]=4[CH:41]=3)=[CH:27][NH:28]2)=[CH:24][CH:23]=1. The yield is 0.380. (2) The reactants are [CH3:1][O:2][C:3](=[O:13])[C:4]1[CH:9]=[CH:8][C:7]([CH2:10]Br)=[CH:6][C:5]=1[F:12].COC(=O)C1C=CC(C[N:24]2[CH:28]=[C:27]([C:29]3[CH:34]=[CH:33][C:32]([Cl:35])=[CH:31][C:30]=3[Cl:36])[N:26]=[C:25]2/[CH:37]=[CH:38]/[C:39]2[CH:44]=[CH:43][C:42](Br)=[CH:41][CH:40]=2)=C(C(F)(F)F)C=1.[CH3:51][S:52]([C:55]1[CH:56]=[C:57](B(O)O)[CH:58]=[CH:59][CH:60]=1)(=[O:54])=[O:53]. No catalyst specified. The product is [CH3:1][O:2][C:3](=[O:13])[C:4]1[CH:9]=[CH:8][C:7]([CH2:10][N:24]2[CH:28]=[C:27]([C:29]3[CH:34]=[CH:33][C:32]([Cl:35])=[CH:31][C:30]=3[Cl:36])[N:26]=[C:25]2/[CH:37]=[CH:38]/[C:39]2[CH:40]=[CH:41][C:42]([C:59]3[CH:58]=[CH:57][CH:56]=[C:55]([S:52]([CH3:51])(=[O:54])=[O:53])[CH:60]=3)=[CH:43][CH:44]=2)=[CH:6][C:5]=1[F:12]. The yield is 0.220. (3) The reactants are [CH3:1][C:2]([CH3:21])([CH3:20])[C@@H:3]([N:7]1[C:16](=[O:17])[C:15]2=[CH:18][NH:19][C:13]3[C:14]2=[C:9]([CH:10]=[CH:11][N:12]=3)[CH2:8]1)[C:4](O)=[O:5].C1C=C2N=NN(O)C2=CC=1.O.CCN=C=[N:37][CH2:38][CH2:39][CH2:40][N:41]([CH3:43])C.Cl.Cl.N1CC(C#N)C1.CN1CCOCC1. The catalyst is CN(C=O)C. The product is [CH3:21][C:2]([CH3:1])([CH3:20])[C@@H:3]([N:7]1[C:16](=[O:17])[C:15]2=[CH:18][NH:19][C:13]3[C:14]2=[C:9]([CH:10]=[CH:11][N:12]=3)[CH2:8]1)[C:4]([N:41]1[CH2:40][CH:39]([C:38]#[N:37])[CH2:43]1)=[O:5]. The yield is 0.390. (4) The product is [CH:1]1([N:4]2[C:8]3[C:9]([O:22][C@@H:23]([C@H:25]4[CH2:29][NH:28][C:27](=[O:30])[CH2:26]4)[CH3:24])=[N:10][C:11]([C:32]4[S:36][C:35]([N:37]5[CH2:38][CH2:39][O:40][CH2:41][CH2:42]5)=[N:34][CH:33]=4)=[CH:12][C:7]=3[N:6]=[CH:5]2)[CH2:3][CH2:2]1. The reactants are [CH:1]1([N:4]2[C:8]3[C:9]([O:22][C@@H:23]([C@H:25]4[CH2:29][NH:28][C:27](=[O:30])[CH2:26]4)[CH3:24])=[N:10][C:11](B4OC(C)(C)C(C)(C)O4)=[CH:12][C:7]=3[N:6]=[CH:5]2)[CH2:3][CH2:2]1.Br[C:32]1[S:36][C:35]([N:37]2[CH2:42][CH2:41][O:40][CH2:39][CH2:38]2)=[N:34][CH:33]=1.C([O-])([O-])=O.[Na+].[Na+].N#N. The yield is 0.155. The catalyst is C1C=CC([P]([Pd]([P](C2C=CC=CC=2)(C2C=CC=CC=2)C2C=CC=CC=2)([P](C2C=CC=CC=2)(C2C=CC=CC=2)C2C=CC=CC=2)[P](C2C=CC=CC=2)(C2C=CC=CC=2)C2C=CC=CC=2)(C2C=CC=CC=2)C2C=CC=CC=2)=CC=1.C(Cl)Cl.COCCOC. (5) The reactants are CCN(C(C)C)C(C)C.[ClH:10].Cl.[CH3:12][C@H:13]1[C:21]2[C:20]([N:22]3[CH2:27][CH2:26][NH:25][CH2:24][CH2:23]3)=[N:19][CH:18]=[N:17][C:16]=2[CH2:15][CH2:14]1.[Cl:28][C:29]1[CH:34]=[CH:33][C:32]([CH:35]([CH2:39][N:40]2[CH2:44][CH2:43][CH2:42][CH2:41]2)[C:36](O)=[O:37])=[CH:31][CH:30]=1.F[P-](F)(F)(F)(F)F.N1(OC(N(C)C)=[N+](C)C)C2C=CC=CC=2N=N1. The catalyst is C(Cl)Cl.CCOC(C)=O. The product is [ClH:28].[ClH:10].[Cl:28][C:29]1[CH:34]=[CH:33][C:32]([CH:35]([CH2:39][N:40]2[CH2:41][CH2:42][CH2:43][CH2:44]2)[C:36]([N:25]2[CH2:26][CH2:27][N:22]([C:20]3[C:21]4[C@H:13]([CH3:12])[CH2:14][CH2:15][C:16]=4[N:17]=[CH:18][N:19]=3)[CH2:23][CH2:24]2)=[O:37])=[CH:31][CH:30]=1. The yield is 0.170.